This data is from Full USPTO retrosynthesis dataset with 1.9M reactions from patents (1976-2016). The task is: Predict the reactants needed to synthesize the given product. (1) Given the product [Cl:1][C:2]1[N:3]=[C:4]([C:9]([NH:11][C@H:12]2[CH2:17][CH2:16][N:15]([C:18]3[S:19][C:20]([C:26]([O:28][CH2:29][CH3:30])=[O:27])=[C:21]([C:23](=[O:25])[NH:38][CH2:37][CH2:36][F:35])[N:22]=3)[CH2:14][C@H:13]2[O:31][CH2:32][CH3:33])=[O:10])[NH:5][C:6]=1[CH2:7][CH3:8], predict the reactants needed to synthesize it. The reactants are: [Cl:1][C:2]1[N:3]=[C:4]([C:9]([NH:11][C@H:12]2[CH2:17][CH2:16][N:15]([C:18]3[S:19][C:20]([C:26]([O:28][CH2:29][CH3:30])=[O:27])=[C:21]([C:23]([OH:25])=O)[N:22]=3)[CH2:14][C@H:13]2[O:31][CH2:32][CH3:33])=[O:10])[NH:5][C:6]=1[CH2:7][CH3:8].Cl.[F:35][CH2:36][CH2:37][NH2:38].CCN=C=NCCCN(C)C.Cl.ON1C2C=CC=CC=2N=N1. (2) Given the product [Cl:18][C:19]1[CH:20]=[CH:21][C:22]([N:25]2[CH2:30][CH2:29][N:28]([CH2:2][CH2:3][CH2:4][CH2:5][C:6]3([CH2:16][CH3:17])[C:14]4[C:9](=[CH:10][CH:11]=[CH:12][CH:13]=4)[NH:8][C:7]3=[O:15])[CH2:27][CH2:26]2)=[CH:23][CH:24]=1, predict the reactants needed to synthesize it. The reactants are: Cl[CH2:2][CH2:3][CH2:4][CH2:5][C:6]1([CH2:16][CH3:17])[C:14]2[C:9](=[CH:10][CH:11]=[CH:12][CH:13]=2)[NH:8][C:7]1=[O:15].[Cl:18][C:19]1[CH:24]=[CH:23][C:22]([N:25]2[CH2:30][CH2:29][NH:28][CH2:27][CH2:26]2)=[CH:21][CH:20]=1.